This data is from Forward reaction prediction with 1.9M reactions from USPTO patents (1976-2016). The task is: Predict the product of the given reaction. (1) Given the reactants [C:1]([O:5][C:6](=[O:25])/[CH:7]=[CH:8]/[C:9]1[CH:13]=[CH:12][N:11]([S:14]([C:17]2[CH:22]=[CH:21][C:20]([CH2:23]Br)=[CH:19][CH:18]=2)(=[O:16])=[O:15])[CH:10]=1)([CH3:4])([CH3:3])[CH3:2].[C:26]1(=[O:36])[NH:30][C:29](=[O:31])[C:28]2=[CH:32][CH:33]=[CH:34][CH:35]=[C:27]12.[K], predict the reaction product. The product is: [C:1]([O:5][C:6](=[O:25])/[CH:7]=[CH:8]/[C:9]1[CH:13]=[CH:12][N:11]([S:14]([C:17]2[CH:22]=[CH:21][C:20]([CH2:23][N:30]3[C:26](=[O:36])[C:27]4[C:28](=[CH:32][CH:33]=[CH:34][CH:35]=4)[C:29]3=[O:31])=[CH:19][CH:18]=2)(=[O:16])=[O:15])[CH:10]=1)([CH3:4])([CH3:3])[CH3:2]. (2) The product is: [NH2:1][C:2]1[C:11]2[C:6](=[CH:7][CH:8]=[CH:9][C:10]=2[O:12][CH2:13][C:14]([CH3:18])([CH3:19])[C:15]([NH:30][CH2:26][CH2:27][CH2:28][CH3:29])=[O:17])[N:5]=[C:4]([CH3:20])[C:3]=1[C:21]([O:23][CH2:24][CH3:25])=[O:22]. Given the reactants [NH2:1][C:2]1[C:11]2[C:6](=[CH:7][CH:8]=[CH:9][C:10]=2[O:12][CH2:13][C:14]([CH3:19])([CH3:18])[C:15]([OH:17])=O)[N:5]=[C:4]([CH3:20])[C:3]=1[C:21]([O:23][CH2:24][CH3:25])=[O:22].[CH2:26]([NH2:30])[CH2:27][CH2:28][CH3:29], predict the reaction product. (3) The product is: [F:24][C:13]1[CH:14]=[C:15]([C:18]2[CH:19]=[N:20][N:21]([CH3:23])[CH:22]=2)[CH:16]=[CH:17][C:12]=1[C:5]1[CH:6]=[N:7][CH:8]=[C:9]2[C:4]=1[N:3]=[C:2]([C:25]#[N:26])[CH:11]=[CH:10]2. Given the reactants Cl[C:2]1[CH:11]=[CH:10][C:9]2[C:4](=[C:5]([C:12]3[CH:17]=[CH:16][C:15]([C:18]4[CH:19]=[N:20][N:21]([CH3:23])[CH:22]=4)=[CH:14][C:13]=3[F:24])[CH:6]=[N:7][CH:8]=2)[N:3]=1.[CH3:25][N:26](C=O)C, predict the reaction product. (4) Given the reactants N[C:2]1[CH:11]=[CH:10][CH:9]=[C:8]2[C:3]=1[CH:4]=[CH:5][N:6]([C@H:13]([CH3:19])[CH2:14][O:15][C:16](=[O:18])[CH3:17])[C:7]2=[O:12].N([O-])=O.[Na+].CS(C)=O.[IH:28].C([O-])([O-])=O.[Na+].[Na+], predict the reaction product. The product is: [I:28][C:2]1[CH:11]=[CH:10][CH:9]=[C:8]2[C:3]=1[CH:4]=[CH:5][N:6]([C@H:13]([CH3:19])[CH2:14][O:15][C:16](=[O:18])[CH3:17])[C:7]2=[O:12]. (5) Given the reactants [Br:1][C:2]1[CH:3]=[CH:4][CH:5]=[C:6]2[C:11]=1[N:10]=[CH:9][CH:8]=[C:7]2[CH:12]=[O:13].P(O)(O)([O-])=[O:15].[Na+].Cl([O-])=O.[Na+].[O-]S([O-])(=S)=O.[Na+].[Na+], predict the reaction product. The product is: [Br:1][C:2]1[CH:3]=[CH:4][CH:5]=[C:6]2[C:11]=1[N:10]=[CH:9][CH:8]=[C:7]2[C:12]([OH:15])=[O:13]. (6) Given the reactants [OH-].[Na+].[NH2:3][C:4]1[C:9]([F:10])=[C:8]([C:11]2[CH:16]=[CH:15][C:14]([I:17])=[CH:13][CH:12]=2)[N:7]=[C:6]([C:18]([O:20]C)=[O:19])[C:5]=1[Cl:22].Cl, predict the reaction product. The product is: [NH2:3][C:4]1[C:9]([F:10])=[C:8]([C:11]2[CH:12]=[CH:13][C:14]([I:17])=[CH:15][CH:16]=2)[N:7]=[C:6]([C:18]([OH:20])=[O:19])[C:5]=1[Cl:22]. (7) The product is: [ClH:1].[ClH:1].[NH2:13][C@@H:14]1[C:20](=[O:21])[N:19]([CH2:22][C:23]2[C:32]3[C:27](=[CH:28][CH:29]=[CH:30][CH:31]=3)[N:26]=[CH:25][C:24]=2[O:33][CH3:34])[C:18]2[CH:35]=[CH:36][CH:37]=[CH:38][C:17]=2[CH2:16][CH2:15]1. Given the reactants [ClH:1].CCOCC.C(OC(=O)[NH:13][C@@H:14]1[C:20](=[O:21])[N:19]([CH2:22][C:23]2[C:32]3[C:27](=[CH:28][CH:29]=[CH:30][CH:31]=3)[N:26]=[CH:25][C:24]=2[O:33][CH3:34])[C:18]2[CH:35]=[CH:36][CH:37]=[CH:38][C:17]=2[CH2:16][CH2:15]1)(C)(C)C, predict the reaction product.